Dataset: Full USPTO retrosynthesis dataset with 1.9M reactions from patents (1976-2016). Task: Predict the reactants needed to synthesize the given product. Given the product [CH:13]([N:14]1[CH2:2][CH:3]([OH:4])[CH:5]1[CH3:6])([C:15]1[CH:16]=[CH:17][CH:18]=[CH:19][CH:20]=1)[C:7]1[CH:12]=[CH:11][CH:10]=[CH:9][CH:8]=1, predict the reactants needed to synthesize it. The reactants are: Br[CH2:2][CH:3]1[CH:5]([CH3:6])[O:4]1.[C:7]1([CH:13]([C:15]2[CH:20]=[CH:19][CH:18]=[CH:17][CH:16]=2)[NH2:14])[CH:12]=[CH:11][CH:10]=[CH:9][CH:8]=1.